From a dataset of Forward reaction prediction with 1.9M reactions from USPTO patents (1976-2016). Predict the product of the given reaction. (1) Given the reactants ClC1C(OC2C=CC(OC(F)(F)F)=C(Cl)C=2)=CC(F)=C(C=1)C(OC(C)(C)C)=O.[Cl:29][C:30]1[C:31]([O:44][C:45]2[CH:46]=[N:47][C:48]([O:52][CH2:53][C:54]([F:57])([F:56])[F:55])=[C:49]([Cl:51])[CH:50]=2)=[CH:32][C:33]([F:43])=[C:34]([CH:42]=1)[C:35]([O:37]C(C)(C)C)=[O:36], predict the reaction product. The product is: [Cl:29][C:30]1[C:31]([O:44][C:45]2[CH:46]=[N:47][C:48]([O:52][CH2:53][C:54]([F:56])([F:57])[F:55])=[C:49]([Cl:51])[CH:50]=2)=[CH:32][C:33]([F:43])=[C:34]([CH:42]=1)[C:35]([OH:37])=[O:36]. (2) Given the reactants [OH:1][C:2]1[CH:3]=[C:4]([CH:9]=[CH:10][C:11]=1[OH:12])[C:5]([O:7][CH3:8])=[O:6].[C:13](=[O:16])([O-])[O-].[K+].[K+].[C:19](#N)[CH3:20].Br[CH2:23][CH2:24][O:25][CH3:26], predict the reaction product. The product is: [CH3:26][O:25][CH2:24][CH2:23][O:1][C:2]1[CH:3]=[C:4]([CH:9]=[CH:10][C:11]=1[O:12][CH2:19][CH2:20][O:16][CH3:13])[C:5]([O:7][CH3:8])=[O:6]. (3) Given the reactants [S:1]1[CH:5]=[C:4]([CH2:6][N:7]2[CH2:12][CH2:11][N:10]([C:13](OC(C)(C)C)=O)[CH2:9][CH2:8]2)[N:3]=[CH:2]1.C(O)(C(F)(F)F)=O.ClC1[C:33]([Cl:34])=[CH:32][N:31]=[C:30]([NH2:35])[C:29]=1[N+:36]([O-:38])=[O:37], predict the reaction product. The product is: [Cl:34][C:33]1[C:13]([N:10]2[CH2:9][CH2:8][N:7]([CH2:6][C:4]3[N:3]=[CH:2][S:1][CH:5]=3)[CH2:12][CH2:11]2)=[C:29]([N+:36]([O-:38])=[O:37])[C:30]([NH2:35])=[N:31][CH:32]=1.